From a dataset of Reaction yield outcomes from USPTO patents with 853,638 reactions. Predict the reaction yield, written as a fraction of the theoretical maximum amount of product (1.0 means a 100% yield; for example, 0.34 means a 34% yield). (1) The reactants are [Br:1][C:2]1[CH:3]=[C:4]([C:15]([OH:17])=O)[C:5]2[C:10]([CH3:11])=[N:9][N:8]([CH:12]([CH3:14])[CH3:13])[C:6]=2[N:7]=1.[NH2:18][CH2:19][C:20]1[C:21](=[O:28])[NH:22][C:23]([CH3:27])=[CH:24][C:25]=1[CH3:26].C1CN([P+](ON2N=NC3C=CC=CC2=3)(N2CCCC2)N2CCCC2)CC1.F[P-](F)(F)(F)(F)F. The catalyst is CS(C)=O. The product is [Br:1][C:2]1[CH:3]=[C:4]([C:15]([NH:18][CH2:19][C:20]2[C:21](=[O:28])[NH:22][C:23]([CH3:27])=[CH:24][C:25]=2[CH3:26])=[O:17])[C:5]2[C:10]([CH3:11])=[N:9][N:8]([CH:12]([CH3:13])[CH3:14])[C:6]=2[N:7]=1. The yield is 0.275. (2) The reactants are [N+:1]([C:4]1[CH:14]=[CH:13][C:7]([O:8][CH2:9][C:10]([OH:12])=O)=[CH:6][CH:5]=1)([O-:3])=[O:2].Cl.C(N(CC)CC)C.[C:23](=[N:26]O)([NH2:25])[CH3:24].CCN=C=NCCCN(C)C.Cl.Cl.C(N(C(C)C)CC)(C)C. The catalyst is C1COCC1. The product is [CH3:24][C:23]1[N:26]=[C:10]([CH2:9][O:8][C:7]2[CH:6]=[CH:5][C:4]([N+:1]([O-:3])=[O:2])=[CH:14][CH:13]=2)[O:12][N:25]=1. The yield is 0.600. (3) The reactants are [F-:1].[K+].Cl[C:4]1[N:8]([CH3:9])[N:7]=[C:6]([C:10]([F:13])([F:12])[F:11])[C:5]=1[CH:14]=[O:15].O. The catalyst is CS(C)=O. The product is [F:1][C:4]1[N:8]([CH3:9])[N:7]=[C:6]([C:10]([F:13])([F:12])[F:11])[C:5]=1[CH:14]=[O:15]. The yield is 0.660. (4) The reactants are Cl[C:2]1[CH:7]=[C:6]([O:8][C:9]2[CH:14]=[CH:13][C:12]([NH:15][C:16](=[O:22])[O:17][C:18]([CH3:21])([CH3:20])[CH3:19])=[CH:11][C:10]=2[F:23])[CH:5]=[CH:4][N:3]=1.CC([O-])(C)C.[Na+].[CH2:30]([NH2:37])[C:31]1[CH:36]=[CH:35][CH:34]=[CH:33][CH:32]=1. The catalyst is C1(C)C=CC=CC=1.C1C=CC(P(C2C=CC=CC=2)[C-]2C=CC=C2)=CC=1.C1C=CC(P(C2C=CC=CC=2)[C-]2C=CC=C2)=CC=1.[Fe+2].Cl[Pd]Cl. The product is [C:18]([O:17][C:16](=[O:22])[NH:15][C:12]1[CH:13]=[CH:14][C:9]([O:8][C:6]2[CH:5]=[CH:4][N:3]=[C:2]([NH:37][CH2:30][C:31]3[CH:36]=[CH:35][CH:34]=[CH:33][CH:32]=3)[CH:7]=2)=[C:10]([F:23])[CH:11]=1)([CH3:21])([CH3:20])[CH3:19]. The yield is 0.170. (5) The reactants are C(Cl)(=O)C(Cl)=O.CS(C)=O.[Cl:11][C:12]1[C:13]2[CH:24]=[CH:23][CH:22]=[CH:21][C:14]=2[S:15][C:16]=1[CH2:17][CH2:18][CH2:19][OH:20].C(N(CC)CC)C. The catalyst is ClCCl.O. The product is [Cl:11][C:12]1[C:13]2[CH:24]=[CH:23][CH:22]=[CH:21][C:14]=2[S:15][C:16]=1[CH2:17][CH2:18][CH:19]=[O:20]. The yield is 0.830. (6) The reactants are [CH2:1]([C:4]1[CH:9]=[C:8]([C:10]2[S:11][C:12]3[CH2:18][CH2:17][CH2:16][CH2:15][C:13]=3[N:14]=2)[CH:7]=[CH:6][C:5]=1[OH:19])[CH2:2][CH3:3].[CH3:20][O:21][C:22](=[O:38])[CH2:23][N:24]1[C:32]2[C:27](=[CH:28][C:29]([O:33][CH2:34][CH2:35][CH2:36]Br)=[CH:30][CH:31]=2)[CH:26]=[CH:25]1.C([O-])([O-])=O.[Cs+].[Cs+]. The catalyst is CN(C=O)C.CCOC(C)=O. The product is [CH3:20][O:21][C:22](=[O:38])[CH2:23][N:24]1[C:32]2[C:27](=[CH:28][C:29]([O:33][CH2:34][CH2:35][CH2:36][O:19][C:5]3[CH:6]=[CH:7][C:8]([C:10]4[S:11][C:12]5[CH2:18][CH2:17][CH2:16][CH2:15][C:13]=5[N:14]=4)=[CH:9][C:4]=3[CH2:1][CH2:2][CH3:3])=[CH:30][CH:31]=2)[CH:26]=[CH:25]1. The yield is 0.640. (7) The reactants are [CH2:1]([O:3][C:4]([C@@H:6]1[C@@H:8]([C:9](=[O:24])[NH:10][C@@H:11]([CH2:18][C:19]2[N:20]=[CH:21][S:22][CH:23]=2)[C:12](=[O:17])[NH:13][CH2:14][C:15]#[CH:16])[O:7]1)=[O:5])[CH3:2].[N:25]([C:28]1[CH:33]=[CH:32][C:31]([N+:34]([O-:36])=[O:35])=[CH:30][CH:29]=1)=[N+:26]=[N-:27].CCCC[Sn](OC(C)=O)(CCCC)CCCC. The catalyst is CC(O)(C)C.CCO.O.[O-]S([O-])(=O)=O.[Cu+2]. The product is [CH2:1]([O:3][C:4]([C@@H:6]1[C@@H:8]([C:9](=[O:24])[NH:10][C@@H:11]([CH2:18][C:19]2[N:20]=[CH:21][S:22][CH:23]=2)[C:12]([NH:13][CH2:14][C:15]2[N:27]=[N:26][N:25]([C:28]3[CH:33]=[CH:32][C:31]([N+:34]([O-:36])=[O:35])=[CH:30][CH:29]=3)[CH:16]=2)=[O:17])[O:7]1)=[O:5])[CH3:2]. The yield is 0.456. (8) The reactants are [CH:1]1([C:7]2([CH3:27])[N:11]([CH3:12])[C:10](=[O:13])[N:9]([CH2:14][C:15]([C:17]3[CH:22]=[CH:21][C:20]([N+:23]([O-])=O)=[CH:19][CH:18]=3)=[O:16])[C:8]2=[O:26])[CH2:6][CH2:5][CH2:4][CH2:3][CH2:2]1. The catalyst is CO.[Pd]. The product is [NH2:23][C:20]1[CH:21]=[CH:22][C:17]([C:15](=[O:16])[CH2:14][N:9]2[C:8](=[O:26])[C:7]([CH:1]3[CH2:2][CH2:3][CH2:4][CH2:5][CH2:6]3)([CH3:27])[N:11]([CH3:12])[C:10]2=[O:13])=[CH:18][CH:19]=1. The yield is 0.540.